This data is from Forward reaction prediction with 1.9M reactions from USPTO patents (1976-2016). The task is: Predict the product of the given reaction. (1) Given the reactants [Cl:1][C:2]1[CH:7]=[CH:6][CH:5]=[CH:4][C:3]=1[N:8]1[CH:12]=[C:11]([C:13](OC)=[O:14])[C:10]([CH3:17])=[N:9]1.[H-].[Al+3].[Li+].[H-].[H-].[H-], predict the reaction product. The product is: [Cl:1][C:2]1[CH:7]=[CH:6][CH:5]=[CH:4][C:3]=1[N:8]1[CH:12]=[C:11]([CH:13]=[O:14])[C:10]([CH3:17])=[N:9]1. (2) Given the reactants [C:1]([C:3]1[CH:8]=[CH:7][C:6]([C:9]2[N:13]3[CH:14]=[C:15]([C:18]4[CH:26]=[CH:25][C:21]([C:22](O)=[O:23])=[CH:20][CH:19]=4)[CH:16]=[CH:17][C:12]3=[N:11][CH:10]=2)=[CH:5][CH:4]=1)#[N:2].[CH3:27][C:28]1([N:34]2[CH2:39][CH2:38][O:37][CH2:36][CH2:35]2)[CH2:33][CH2:32][NH:31][CH2:30][CH2:29]1.CN(C(ON1N=NC2C=CC=NC1=2)=[N+](C)C)C.F[P-](F)(F)(F)(F)F.CN1CCOCC1, predict the reaction product. The product is: [CH3:27][C:28]1([N:34]2[CH2:35][CH2:36][O:37][CH2:38][CH2:39]2)[CH2:33][CH2:32][N:31]([C:22]([C:21]2[CH:20]=[CH:19][C:18]([C:15]3[CH:16]=[CH:17][C:12]4[N:13]([C:9]([C:6]5[CH:5]=[CH:4][C:3]([C:1]#[N:2])=[CH:8][CH:7]=5)=[CH:10][N:11]=4)[CH:14]=3)=[CH:26][CH:25]=2)=[O:23])[CH2:30][CH2:29]1.